This data is from Forward reaction prediction with 1.9M reactions from USPTO patents (1976-2016). The task is: Predict the product of the given reaction. (1) Given the reactants [C:1]([C:3]1[CH:4]=[C:5]([C:13]2[O:17][N:16]=[C:15]([C:18]3[CH:26]=[CH:25][CH:24]=[C:23]4[C:19]=3[CH2:20][CH2:21][C@@H:22]4[NH:27][C@@H:28]([CH3:33])[C:29](OC)=[O:30])[N:14]=2)[CH:6]=[CH:7][C:8]=1[O:9][CH:10]([CH3:12])[CH3:11])#[N:2].[BH4-].[Na+], predict the reaction product. The product is: [OH:30][CH2:29][C@@H:28]([NH:27][C@@H:22]1[C:23]2[C:19](=[C:18]([C:15]3[N:14]=[C:13]([C:5]4[CH:6]=[CH:7][C:8]([O:9][CH:10]([CH3:12])[CH3:11])=[C:3]([CH:4]=4)[C:1]#[N:2])[O:17][N:16]=3)[CH:26]=[CH:25][CH:24]=2)[CH2:20][CH2:21]1)[CH3:33]. (2) Given the reactants [Br:1][C:2]1[C:17]([OH:18])=[CH:16][C:5]2[CH2:6][CH2:7][N:8]([C:11]([O:13][CH2:14][CH3:15])=[O:12])[CH2:9][CH2:10][C:4]=2[CH:3]=1.[H-].[Na+].[CH3:21][C@@H:22]1[CH2:26]OS(=O)(=O)[N:23]1C(OC(C)(C)C)=O.Cl, predict the reaction product. The product is: [NH2:23][C@H:22]([CH3:26])[CH2:21][O:18][C:17]1[C:2]([Br:1])=[CH:3][C:4]2[CH2:10][CH2:9][N:8]([C:11]([O:13][CH2:14][CH3:15])=[O:12])[CH2:7][CH2:6][C:5]=2[CH:16]=1. (3) The product is: [CH3:24][C:23]1[N:19]2[C:20]([S:25][C:2]([CH3:17])([CH3:16])[C:3]([C:5]3[CH:6]=[CH:7][C:8]4[O:13][CH2:12][C:11](=[O:14])[NH:10][C:9]=4[CH:15]=3)=[N:18]2)=[N:21][N:22]=1. Given the reactants Br[C:2]([CH3:17])([CH3:16])[C:3]([C:5]1[CH:6]=[CH:7][C:8]2[O:13][CH2:12][C:11](=[O:14])[NH:10][C:9]=2[CH:15]=1)=O.[NH2:18][N:19]1[C:23]([CH3:24])=[N:22][N:21]=[C:20]1[SH:25], predict the reaction product. (4) Given the reactants [CH3:1][C:2]1[CH:7]=[CH:6][C:5]([O:8][C:9]2[CH:14]=[CH:13][C:12]([N+:15]([O-])=O)=[CH:11][C:10]=2[CH3:18])=[CH:4][N:3]=1.[H][H], predict the reaction product. The product is: [CH3:18][C:10]1[CH:11]=[C:12]([NH2:15])[CH:13]=[CH:14][C:9]=1[O:8][C:5]1[CH:4]=[N:3][C:2]([CH3:1])=[CH:7][CH:6]=1. (5) Given the reactants Br.Br[C:3]1[CH:8]=[CH:7][C:6]([C:9]23[CH2:16][N:13]([CH2:14][CH2:15]2)[CH2:12][CH2:11][CH2:10]3)=[CH:5][N:4]=1.[C-:17]#[N:18].[K+].C(=O)([O-])[O-].[Na+].[Na+], predict the reaction product. The product is: [N:13]12[CH2:16][C:9]([C:6]3[C:5]([C:17]#[N:18])=[N:4][CH:3]=[CH:8][CH:7]=3)([CH2:15][CH2:14]1)[CH2:10][CH2:11][CH2:12]2. (6) Given the reactants [CH3:1][O:2][C:3]1[CH:4]=[C:5]([O:17][C:18]2[CH:19]=[N:20][C:21]([CH2:24][O:25][CH3:26])=[CH:22][CH:23]=2)[CH:6]=[C:7]2[C:11]=1[NH:10][C:9]([C:12]([O:14]CC)=[O:13])=[CH:8]2.[OH-].[Na+], predict the reaction product. The product is: [CH3:1][O:2][C:3]1[CH:4]=[C:5]([O:17][C:18]2[CH:19]=[N:20][C:21]([CH2:24][O:25][CH3:26])=[CH:22][CH:23]=2)[CH:6]=[C:7]2[C:11]=1[NH:10][C:9]([C:12]([OH:14])=[O:13])=[CH:8]2. (7) Given the reactants [CH:1]1([N:4]2[CH2:10][CH2:9][CH2:8][N:7]([C:11]3[C:16]([C:17]4[CH:18]=[CH:19][C:20]5[C:21]6[N:35](C7CCCCO7)[N:34]=[CH:33][C:22]=6[C:23](=[O:32])[N:24]([CH2:27][C:28]([F:31])([F:30])[F:29])[C:25]=5[CH:26]=4)=[CH:15][CH:14]=[CH:13][N:12]=3)[CH2:6][CH2:5]2)[CH2:3][CH2:2]1.C1(N2CCCN(C3C(C4C=CC5C6NN(C7CCCCO7)CC=6C(=O)N(CC(F)(F)F)C=5C=4)=CC=CN=3)CC2)CC1.[ClH:83], predict the reaction product. The product is: [ClH:83].[CH:1]1([N:4]2[CH2:10][CH2:9][CH2:8][N:7]([C:11]3[C:16]([C:17]4[CH:18]=[CH:19][C:20]5[C:21]6[NH:35][N:34]=[CH:33][C:22]=6[C:23](=[O:32])[N:24]([CH2:27][C:28]([F:29])([F:30])[F:31])[C:25]=5[CH:26]=4)=[CH:15][CH:14]=[CH:13][N:12]=3)[CH2:6][CH2:5]2)[CH2:2][CH2:3]1.